Dataset: Forward reaction prediction with 1.9M reactions from USPTO patents (1976-2016). Task: Predict the product of the given reaction. Given the reactants [Cl:1][C:2]1[N:7]=[C:6]([NH:8][NH:9][C:10](=[O:29])[C@H:11]([CH2:23][CH:24]2[CH2:28][CH2:27][CH2:26][CH2:25]2)[CH2:12][N:13]([O:16]C2CCCCO2)[CH:14]=[O:15])[C:5]([F:30])=[C:4]([N:31]2[CH2:35][CH:34]([N:36]([CH3:38])[CH3:37])[C:33]([CH3:40])([CH3:39])[CH2:32]2)[N:3]=1, predict the reaction product. The product is: [Cl:1][C:2]1[N:7]=[C:6]([NH:8][NH:9][C:10](=[O:29])[C@H:11]([CH2:23][CH:24]2[CH2:25][CH2:26][CH2:27][CH2:28]2)[CH2:12][N:13]([OH:16])[CH:14]=[O:15])[C:5]([F:30])=[C:4]([N:31]2[CH2:35][CH:34]([N:36]([CH3:38])[CH3:37])[C:33]([CH3:40])([CH3:39])[CH2:32]2)[N:3]=1.